Dataset: Full USPTO retrosynthesis dataset with 1.9M reactions from patents (1976-2016). Task: Predict the reactants needed to synthesize the given product. (1) Given the product [F:24][C:21]1[CH:20]=[CH:19][C:18]([C:17]([NH:16][C:13]([CH3:14])([CH3:15])[C:12]([NH:11][C:9]2[S:10][C:6]([C:4]([OH:5])=[O:3])=[C:7]([C:27]3[CH:32]=[CH:31][C:30]([F:33])=[CH:29][CH:28]=3)[N:8]=2)=[O:26])=[O:25])=[CH:23][CH:22]=1, predict the reactants needed to synthesize it. The reactants are: C([O:3][C:4]([C:6]1[S:10][C:9]([NH:11][C:12](=[O:26])[C:13]([NH:16][C:17](=[O:25])[C:18]2[CH:23]=[CH:22][C:21]([F:24])=[CH:20][CH:19]=2)([CH3:15])[CH3:14])=[N:8][C:7]=1[C:27]1[CH:32]=[CH:31][C:30]([F:33])=[CH:29][CH:28]=1)=[O:5])C.[OH-].[K+].Cl. (2) Given the product [CH3:24][C:23]1[NH:13][C:14]2=[N:15][NH:16][CH:17]=[C:18]2[CH:5]([C:4]2[CH:7]=[CH:8][CH:9]=[CH:10][C:3]=2[C:2]([F:12])([F:11])[F:1])[C:22]=1[N+:19]([O-:21])=[O:20], predict the reactants needed to synthesize it. The reactants are: [F:1][C:2]([F:12])([F:11])[C:3]1[CH:10]=[CH:9][CH:8]=[CH:7][C:4]=1[CH:5]=O.[NH2:13][C:14]1[CH:18]=[CH:17][NH:16][N:15]=1.[N+:19]([CH2:22][C:23](=O)[CH3:24])([O-:21])=[O:20]. (3) Given the product [Cl:15][C:16]1[CH:21]=[CH:20][C:19]([C:8]2[CH:9]=[CH:10][C:11]([OH:14])=[N:12][CH:13]=2)=[CH:18][CH:17]=1, predict the reactants needed to synthesize it. The reactants are: C([O-])([O-])=O.[Na+].[Na+].I[C:8]1[CH:9]=[CH:10][C:11]([OH:14])=[N:12][CH:13]=1.[Cl:15][C:16]1[CH:21]=[CH:20][C:19](OB(O)O)=[CH:18][CH:17]=1.